This data is from Catalyst prediction with 721,799 reactions and 888 catalyst types from USPTO. The task is: Predict which catalyst facilitates the given reaction. (1) Reactant: [C:9](O[C:9]([O:11][C:12]([CH3:15])([CH3:14])[CH3:13])=[O:10])([O:11][C:12]([CH3:15])([CH3:14])[CH3:13])=[O:10].[Br:16][C:17]1[CH:26]=[C:25]2[C:20]([C:21]([NH:30][CH2:31][CH2:32][CH2:33][NH2:34])=[C:22]([N+:27]([O-:29])=[O:28])[CH:23]=[N:24]2)=[CH:19][CH:18]=1.O. Product: [Br:16][C:17]1[CH:26]=[C:25]2[C:20]([C:21]([NH:30][CH2:31][CH2:32][CH2:33][NH:34][C:9](=[O:10])[O:11][C:12]([CH3:13])([CH3:14])[CH3:15])=[C:22]([N+:27]([O-:29])=[O:28])[CH:23]=[N:24]2)=[CH:19][CH:18]=1. The catalyst class is: 338. (2) Reactant: [CH:1]1([N:4]([CH:18]2[CH2:23][CH2:22][NH:21][CH2:20][CH2:19]2)[C:5]([C:7]2[CH:8]=[N:9][C:10]([N:13]3[CH:17]=[CH:16][N:15]=[CH:14]3)=[N:11][CH:12]=2)=[O:6])[CH2:3][CH2:2]1.C(N(CC)C(C)C)(C)C.Cl[C:34]([O:36][CH:37]([CH3:39])[CH3:38])=[O:35]. Product: [CH:37]([O:36][C:34]([N:21]1[CH2:22][CH2:23][CH:18]([N:4]([CH:1]2[CH2:2][CH2:3]2)[C:5]([C:7]2[CH:12]=[N:11][C:10]([N:13]3[CH:17]=[CH:16][N:15]=[CH:14]3)=[N:9][CH:8]=2)=[O:6])[CH2:19][CH2:20]1)=[O:35])([CH3:39])[CH3:38]. The catalyst class is: 7.